This data is from Peptide-MHC class I binding affinity with 185,985 pairs from IEDB/IMGT. The task is: Regression. Given a peptide amino acid sequence and an MHC pseudo amino acid sequence, predict their binding affinity value. This is MHC class I binding data. (1) The peptide sequence is YVLSFQVTF. The MHC is HLA-B15:42 with pseudo-sequence HLA-B15:42. The binding affinity (normalized) is 0.213. (2) The peptide sequence is RCHDHYLCRH. The MHC is HLA-A31:01 with pseudo-sequence HLA-A31:01. The binding affinity (normalized) is 0.115. (3) The MHC is HLA-A11:01 with pseudo-sequence HLA-A11:01. The peptide sequence is ALYWALMES. The binding affinity (normalized) is 0.0847. (4) The peptide sequence is RTTLWCDVR. The MHC is HLA-B15:17 with pseudo-sequence HLA-B15:17. The binding affinity (normalized) is 0.0847. (5) The peptide sequence is WLKHIEKNY. The MHC is HLA-B57:01 with pseudo-sequence HLA-B57:01. The binding affinity (normalized) is 0.0847. (6) The peptide sequence is YCSTNHLSK. The MHC is HLA-A11:01 with pseudo-sequence HLA-A11:01. The binding affinity (normalized) is 0.111. (7) The peptide sequence is HRIQEELFY. The MHC is HLA-B27:05 with pseudo-sequence HLA-B27:05. The binding affinity (normalized) is 0.487. (8) The peptide sequence is EFTSFFYRY. The MHC is HLA-A11:01 with pseudo-sequence HLA-A11:01. The binding affinity (normalized) is 0.0847. (9) The peptide sequence is MEDNFSIYI. The MHC is HLA-B40:01 with pseudo-sequence HLA-B40:01. The binding affinity (normalized) is 0.872. (10) The peptide sequence is QELKNSAVSL. The MHC is HLA-A68:02 with pseudo-sequence HLA-A68:02. The binding affinity (normalized) is 0.000269.